From a dataset of Full USPTO retrosynthesis dataset with 1.9M reactions from patents (1976-2016). Predict the reactants needed to synthesize the given product. (1) Given the product [CH3:27][O:28][C:29]1[CH:30]=[C:31]([NH:32][C:15]([CH:16]2[C:17]3[C:18](=[CH:22][CH:23]=[CH:24][CH:25]=3)[C:19](=[O:21])[N:14]([CH2:13][CH:9]3[CH2:10][CH2:11][CH2:12][O:8]3)[CH:6]2[C:2]2[S:1][CH:5]=[CH:4][CH:3]=2)=[O:26])[CH:33]=[CH:34][CH:35]=1, predict the reactants needed to synthesize it. The reactants are: [S:1]1[CH:5]=[CH:4][CH:3]=[C:2]1[CH:6]=O.[O:8]1[CH2:12][CH2:11][CH2:10][CH:9]1[CH2:13][NH2:14].[C:15]1(=[O:26])[O:21][C:19](=O)[C:18]2=[CH:22][CH:23]=[CH:24][CH:25]=[C:17]2[CH2:16]1.[CH3:27][O:28][C:29]1[CH:30]=[C:31]([CH:33]=[CH:34][CH:35]=1)[NH2:32]. (2) Given the product [CH3:15][C@@:2]([NH2:1])([C:3]([OH:24])=[O:4])[CH2:6][C:7]1[CH:12]=[CH:11][C:10]([OH:13])=[CH:9][CH:8]=1, predict the reactants needed to synthesize it. The reactants are: [NH2:1][C@@:2]([CH3:15])([CH2:6][C:7]1[CH:12]=[CH:11][C:10]([O:13]C)=[CH:9][CH:8]=1)[C:3](N)=[O:4].C1(CC(N)=[O:24])C=CC=CC=1.Br. (3) The reactants are: [H-].[Na+].[CH:3]1([C:6]2[CH:10]=[CH:9][NH:8][N:7]=2)[CH2:5][CH2:4]1.[Br:11][C:12]1[C:13](Cl)=[N:14][C:15]([NH:18][C:19]2[CH:24]=[C:23]([O:25][CH3:26])[CH:22]=[C:21]([O:27][CH3:28])[CH:20]=2)=[N:16][CH:17]=1.BrC1C(Cl)=CC(NC2C=C(OC)C=C(OC)C=2)=NC=1. Given the product [Br:11][C:12]1[C:17]([N:8]2[CH:9]=[CH:10][C:6]([CH:3]3[CH2:5][CH2:4]3)=[N:7]2)=[N:16][C:15]([NH:18][C:19]2[CH:20]=[C:21]([O:27][CH3:28])[CH:22]=[C:23]([O:25][CH3:26])[CH:24]=2)=[N:14][CH:13]=1, predict the reactants needed to synthesize it. (4) Given the product [F:14][C:12]1[CH:13]=[C:9]([C:7](=[O:8])[CH3:1])[N:10]([S:15]([C:18]2[CH:23]=[CH:22][C:21]([CH3:24])=[CH:20][CH:19]=2)(=[O:17])=[O:16])[CH:11]=1, predict the reactants needed to synthesize it. The reactants are: [CH3:1][Mg]Br.CON(C)[C:7]([C:9]1[N:10]([S:15]([C:18]2[CH:23]=[CH:22][C:21]([CH3:24])=[CH:20][CH:19]=2)(=[O:17])=[O:16])[CH:11]=[C:12]([F:14])[CH:13]=1)=[O:8].Cl.